Dataset: Full USPTO retrosynthesis dataset with 1.9M reactions from patents (1976-2016). Task: Predict the reactants needed to synthesize the given product. Given the product [CH:37]1([C@H:40]([O:42][C:43](=[O:52])[NH:44][C:45]2[CH:50]=[CH:49][C:48]([C:5]3[N:4]([CH:1]4[CH2:3][CH2:2]4)[C:12]4[C:7]([C:6]=3[C:14]#[N:15])=[CH:8][CH:9]=[C:10]([OH:13])[CH:11]=4)=[CH:47][CH:46]=2)[CH3:41])[CH2:39][CH2:38]1, predict the reactants needed to synthesize it. The reactants are: [CH:1]1([N:4]2[C:12]3[C:7](=[CH:8][CH:9]=[C:10]([OH:13])[CH:11]=3)[C:6]([C:14]#[N:15])=[CH:5]2)[CH2:3][CH2:2]1.C(OB(OC(C)C)OC(C)C)(C)C.[Li+].CC([N-]C(C)C)C.[CH:37]1([C@H:40]([O:42][C:43](=[O:52])[NH:44][C:45]2[CH:50]=[CH:49][C:48](I)=[CH:47][CH:46]=2)[CH3:41])[CH2:39][CH2:38]1.C([O-])([O-])=O.[K+].[K+].